Dataset: CYP1A2 inhibition data for predicting drug metabolism from PubChem BioAssay. Task: Regression/Classification. Given a drug SMILES string, predict its absorption, distribution, metabolism, or excretion properties. Task type varies by dataset: regression for continuous measurements (e.g., permeability, clearance, half-life) or binary classification for categorical outcomes (e.g., BBB penetration, CYP inhibition). Dataset: cyp1a2_veith. (1) The molecule is Cn1c2ccccc2c2cc(C(=O)N3CCOCC3)sc21. The result is 1 (inhibitor). (2) The molecule is CN1CCN(c2ncc3nc(-c4cn(C)c5ccccc45)c(=O)n(CCc4ccccc4)c3n2)CC1. The result is 0 (non-inhibitor). (3) The drug is COc1[nH]c2ccc(F)cc2c1C(=O)OCC1CCN(CCNS(C)(=O)=O)CC1.NS(=O)(=O)[O-]. The result is 0 (non-inhibitor). (4) The drug is NCCCP(=O)(O)CC1CCCCC1. The result is 0 (non-inhibitor). (5) The compound is Cc1cc(NC(=O)NC(=O)c2ccc(F)cc2F)n[nH]1. The result is 1 (inhibitor).